Dataset: Full USPTO retrosynthesis dataset with 1.9M reactions from patents (1976-2016). Task: Predict the reactants needed to synthesize the given product. (1) Given the product [C:35]([C:5]1[CH:4]=[CH:3][C:2]([C:1]([NH:32][CH:30]([C:20]2[N:19]([C:16]3[CH:17]=[CH:18][C:13]([O:12][CH3:11])=[CH:14][CH:15]=3)[C:28](=[O:29])[C:27]3[C:22](=[CH:23][CH:24]=[CH:25][CH:26]=3)[N:21]=2)[CH3:31])=[O:9])=[C:7]([CH3:8])[CH:6]=1)([CH3:40])([CH3:36])[CH3:34], predict the reactants needed to synthesize it. The reactants are: [C:1](Cl)(=[O:9])[CH2:2][CH2:3][CH2:4][CH2:5][CH2:6][CH2:7][CH3:8].[CH3:11][O:12][C:13]1[CH:18]=[CH:17][C:16]([N:19]2[C:28](=[O:29])[C:27]3[C:22](=[CH:23][CH:24]=[CH:25][CH:26]=3)[N:21]=[C:20]2[CH:30]([NH:32]C)[CH3:31])=[CH:15][CH:14]=1.[CH3:34][C:35]1[CH:40]=C(C)C=C[C:36]=1N1[C:34](=O)[C:35]2[C:40](=CC=C[CH:36]=2)N=C1C(NC)C. (2) Given the product [C:14]1([C:20]2[C:33]3[C:28]([C:27]([C:37]4[CH:38]=[CH:39][CH:40]=[CH:41][CH:42]=4)=[C:26]4[C:21]=2[CH:22]=[C:23]([C:2]2[CH:7]=[CH:6][CH:5]=[C:4]([C:8]5[CH:13]=[CH:12][CH:11]=[CH:10][CH:9]=5)[N:3]=2)[CH:24]=[CH:25]4)=[CH:29][CH:30]=[CH:31][CH:32]=3)[CH:19]=[CH:18][CH:17]=[CH:16][CH:15]=1, predict the reactants needed to synthesize it. The reactants are: Br[C:2]1[CH:7]=[CH:6][CH:5]=[C:4]([C:8]2[CH:13]=[CH:12][CH:11]=[CH:10][CH:9]=2)[N:3]=1.[C:14]1([C:20]2[C:21]3[C:26]([C:27]([C:37]4[CH:42]=[CH:41][CH:40]=[CH:39][CH:38]=4)=[C:28]4[C:33]=2[CH:32]=[C:31](B(O)O)[CH:30]=[CH:29]4)=[CH:25][CH:24]=[CH:23][CH:22]=3)[CH:19]=[CH:18][CH:17]=[CH:16][CH:15]=1. (3) Given the product [CH:24]([Si:4]([CH:1]([CH3:3])[CH3:2])([CH:21]([CH3:23])[CH3:22])[O:5][CH2:6][C:7]1[CH:8]=[CH:9][C:10]2[N:11]([C:13]([C:16]([OH:18])=[O:17])=[CH:14][N:15]=2)[CH:12]=1)([CH3:26])[CH3:25], predict the reactants needed to synthesize it. The reactants are: [CH:1]([Si:4]([CH:24]([CH3:26])[CH3:25])([CH:21]([CH3:23])[CH3:22])[O:5][CH2:6][C:7]1[CH:8]=[CH:9][C:10]2[N:11]([C:13]([C:16]([O:18]CC)=[O:17])=[CH:14][N:15]=2)[CH:12]=1)([CH3:3])[CH3:2].[Li+].[OH-]. (4) Given the product [C:23]1([NH:29][CH2:1][C:3]2[CH:22]=[CH:21][C:6]([CH2:7][NH:8][C:9]([C:11]3[CH:12]=[C:13]4[C:18](=[CH:19][CH:20]=3)[N:17]=[CH:16][CH:15]=[CH:14]4)=[O:10])=[CH:5][CH:4]=2)[CH:28]=[CH:27][CH:26]=[CH:25][CH:24]=1, predict the reactants needed to synthesize it. The reactants are: [CH:1]([C:3]1[CH:22]=[CH:21][C:6]([CH2:7][NH:8][C:9]([C:11]2[CH:12]=[C:13]3[C:18](=[CH:19][CH:20]=2)[N:17]=[CH:16][CH:15]=[CH:14]3)=[O:10])=[CH:5][CH:4]=1)=O.[C:23]1([NH2:29])[CH:28]=[CH:27][CH:26]=[CH:25][CH:24]=1. (5) Given the product [Cl:20][C:21]1[CH:22]=[CH:23][C:24]([C:27]2[CH:28]=[CH:29][C:30]([S:33]([O:36][CH2:37][C:38]([NH:1][C:2]3[CH:10]=[CH:9][C:5]([C:6]([OH:8])=[O:7])=[C:4]([OH:11])[CH:3]=3)=[O:39])(=[O:34])=[O:35])=[CH:31][CH:32]=2)=[CH:25][CH:26]=1, predict the reactants needed to synthesize it. The reactants are: [NH2:1][C:2]1[CH:3]=[C:4]([OH:11])[C:5](=[CH:9][CH:10]=1)[C:6]([OH:8])=[O:7].[OH-].[Na+].C([O-])([O-])=O.[Na+].[Na+].[Cl:20][C:21]1[CH:26]=[CH:25][C:24]([C:27]2[CH:32]=[CH:31][C:30]([S:33]([O:36][CH2:37][C:38](Cl)=[O:39])(=[O:35])=[O:34])=[CH:29][CH:28]=2)=[CH:23][CH:22]=1. (6) Given the product [CH3:23][N:10]([CH2:9][C:6]1[CH:7]=[CH:8][N:3]=[CH:4][CH:5]=1)[C:11]([C:13]1[S:21][C:20]2[C:15](=[N:16][CH:17]=[CH:18][C:19]=2[Cl:22])[CH:14]=1)=[O:12], predict the reactants needed to synthesize it. The reactants are: [H-].[Na+].[N:3]1[CH:8]=[CH:7][C:6]([CH2:9][NH:10][C:11]([C:13]2[S:21][C:20]3[C:15](=[N:16][CH:17]=[CH:18][C:19]=3[Cl:22])[CH:14]=2)=[O:12])=[CH:5][CH:4]=1.[CH3:23]N(C=O)C.